This data is from Full USPTO retrosynthesis dataset with 1.9M reactions from patents (1976-2016). The task is: Predict the reactants needed to synthesize the given product. (1) Given the product [N:26]1([C:17]2[N:20]([CH2:21][CH:22]=[C:23]([CH3:25])[CH3:24])[C:15]([C:13]([NH:12][CH2:11][C:1]3[C:10]4[C:5](=[CH:6][CH:7]=[CH:8][CH:9]=4)[CH:4]=[CH:3][CH:2]=3)=[O:14])=[N:19][N:18]=2)[CH2:31][CH2:30][NH:29][CH2:28][CH2:27]1, predict the reactants needed to synthesize it. The reactants are: [C:1]1([CH2:11][NH:12][C:13]([C:15]2O[C:17]([NH:20][CH2:21][CH:22]=[C:23]([CH3:25])[CH3:24])=[N:18][N:19]=2)=[O:14])[C:10]2[C:5](=[CH:6][CH:7]=[CH:8][CH:9]=2)[CH:4]=[CH:3][CH:2]=1.[NH:26]1[CH2:31][CH2:30][NH:29][CH2:28][CH2:27]1. (2) Given the product [CH2:14]([N:11]1[C:6]2=[N:7][C:8]([CH2:9][CH3:10])=[C:3]([CH2:2][NH:1][C:30]([NH:29][CH:26]3[CH2:27][CH2:28][O:23][CH2:24][CH2:25]3)=[O:31])[C:4]([NH:16][CH:17]3[CH2:18][CH2:19][O:20][CH2:21][CH2:22]3)=[C:5]2[CH:13]=[N:12]1)[CH3:15], predict the reactants needed to synthesize it. The reactants are: [NH2:1][CH2:2][C:3]1[C:8]([CH2:9][CH3:10])=[N:7][C:6]2[N:11]([CH2:14][CH3:15])[N:12]=[CH:13][C:5]=2[C:4]=1[NH:16][CH:17]1[CH2:22][CH2:21][O:20][CH2:19][CH2:18]1.[O:23]1[CH2:28][CH2:27][CH:26]([NH:29][C:30](=O)[O:31]C2C=CC([N+]([O-])=O)=CC=2)[CH2:25][CH2:24]1. (3) Given the product [CH3:9][CH:10]1[C:14]2[C:15]([OH:16])=[N:4][CH:2]=[N:3][C:13]=2[CH2:12][S:11]1, predict the reactants needed to synthesize it. The reactants are: Cl.[CH:2]([NH2:4])=[NH:3].CC[O-].[Na+].[CH3:9][CH:10]1[CH:14]([C:15](OC)=[O:16])[C:13](=O)[CH2:12][S:11]1. (4) Given the product [Cl:22][C:3]1[C:2]([O:30][CH2:29][C:25]([F:28])([F:27])[F:26])=[N:21][C:6]2[N:7]=[C:8]([N:14]3[CH2:19][CH2:18][N:17]([CH3:20])[CH2:16][CH2:15]3)[C:9]3[N:10]([CH:11]=[N:12][N:13]=3)[C:5]=2[CH:4]=1, predict the reactants needed to synthesize it. The reactants are: Cl[C:2]1[C:3]([Cl:22])=[CH:4][C:5]2[N:10]3[CH:11]=[N:12][N:13]=[C:9]3[C:8]([N:14]3[CH2:19][CH2:18][N:17]([CH3:20])[CH2:16][CH2:15]3)=[N:7][C:6]=2[N:21]=1.[H-].[Na+].[C:25]([CH2:29][OH:30])([F:28])([F:27])[F:26]. (5) Given the product [CH3:22][O:23][C:24]1[CH:31]=[CH:30][C:27]([CH2:28][NH:1][CH2:2][CH2:3][NH:4][C:5]([C:7]2[S:8][CH:9]=[CH:10][C:11]=2[NH:12][C:13]2[CH:18]=[CH:17][N:16]=[C:15]3[NH:19][CH:20]=[CH:21][C:14]=23)=[O:6])=[CH:26][CH:25]=1, predict the reactants needed to synthesize it. The reactants are: [NH2:1][CH2:2][CH2:3][NH:4][C:5]([C:7]1[S:8][CH:9]=[CH:10][C:11]=1[NH:12][C:13]1[CH:18]=[CH:17][N:16]=[C:15]2[NH:19][CH:20]=[CH:21][C:14]=12)=[O:6].[CH3:22][O:23][C:24]1[CH:31]=[CH:30][C:27]([CH:28]=O)=[CH:26][CH:25]=1.C(O)(=O)C.C(O[BH-](OC(=O)C)OC(=O)C)(=O)C.[Na+]. (6) Given the product [CH:23]1([N:29]2[C:33]([CH2:34][CH2:35][C:36]([OH:38])=[O:37])=[CH:32][C:31]([O:12][CH2:11][CH2:10][CH2:9][C:8]3[C:4]([CH:1]([CH3:3])[CH3:2])=[N:5][N:6]([C:13]4[CH:18]=[CH:17][C:16]([C:19]([F:21])([F:20])[F:22])=[CH:15][N:14]=4)[CH:7]=3)=[N:30]2)[CH2:24][CH2:25][CH2:26][CH2:27][CH2:28]1, predict the reactants needed to synthesize it. The reactants are: [CH:1]([C:4]1[C:8]([CH2:9][CH2:10][CH2:11][OH:12])=[CH:7][N:6]([C:13]2[CH:18]=[CH:17][C:16]([C:19]([F:22])([F:21])[F:20])=[CH:15][N:14]=2)[N:5]=1)([CH3:3])[CH3:2].[CH:23]1([N:29]2[C:33]([CH2:34][CH2:35][C:36]([O:38]CC)=[O:37])=[CH:32][C:31](O)=[N:30]2)[CH2:28][CH2:27][CH2:26][CH2:25][CH2:24]1.C(P(CCCC)CCCC)CCC.N(C(N1CCCCC1)=O)=NC(N1CCCCC1)=O. (7) Given the product [Cl:1][C:2]1[CH:3]=[CH:4][C:5]([N:19]([CH2:20][C:21]2[CH:26]=[CH:25][C:24]([O:27][CH3:28])=[CH:23][C:22]=2[O:29][CH3:30])[C:44](=[O:45])/[CH:43]=[CH:37]/[C:38]([O:40][CH2:41][CH3:42])=[O:39])=[C:6]([CH:8]([C:10]2[CH:15]=[CH:14][CH:13]=[C:12]([O:16][CH3:17])[C:11]=2[Cl:18])[OH:9])[CH:7]=1, predict the reactants needed to synthesize it. The reactants are: [Cl:1][C:2]1[CH:3]=[CH:4][C:5]([NH:19][CH2:20][C:21]2[CH:26]=[CH:25][C:24]([O:27][CH3:28])=[CH:23][C:22]=2[O:29][CH3:30])=[C:6]([CH:8]([C:10]2[CH:15]=[CH:14][CH:13]=[C:12]([O:16][CH3:17])[C:11]=2[Cl:18])[OH:9])[CH:7]=1.C(=O)([O-])O.[Na+].Cl/[C:37](=[CH:43]\[C:44]([O-])=[O:45])/[C:38]([O:40][CH2:41][CH3:42])=[O:39].